Task: Predict which catalyst facilitates the given reaction.. Dataset: Catalyst prediction with 721,799 reactions and 888 catalyst types from USPTO (1) The catalyst class is: 3. Product: [C:1]([O:5][C:6]([N:8]1[CH2:13][CH2:12][CH:11]([C:14]2[NH:24][C:22]([CH3:23])=[N:17][N:16]=2)[CH2:10][CH2:9]1)=[O:7])([CH3:4])([CH3:3])[CH3:2]. Reactant: [C:1]([O:5][C:6]([N:8]1[CH2:13][CH2:12][CH:11]([C:14]([NH:16][NH2:17])=O)[CH2:10][CH2:9]1)=[O:7])([CH3:4])([CH3:3])[CH3:2].Cl.C(O[C:22](=[NH:24])[CH3:23])C.CCN(CC)CC. (2) Reactant: [CH3:1][O:2][C:3]1[CH:11]=[C:10]([N+:12]([O-:14])=[O:13])[CH:9]=[CH:8][C:4]=1[C:5]([OH:7])=[O:6].[CH2:15](O)[CH3:16]. Product: [CH3:1][O:2][C:3]1[CH:11]=[C:10]([N+:12]([O-:14])=[O:13])[CH:9]=[CH:8][C:4]=1[C:5]([O:7][CH2:15][CH3:16])=[O:6]. The catalyst class is: 65. (3) Reactant: [CH3:1][C:2]1[CH:3]=[C:4]([CH:9]=[CH:10][C:11]=1[C:12]#[C:13][Si](CC)(CC)CC)[C:5]([O:7][CH3:8])=[O:6].CCCC[N+](CCCC)(CCCC)CCCC.[F-]. Product: [C:12]([C:11]1[CH:10]=[CH:9][C:4]([C:5]([O:7][CH3:8])=[O:6])=[CH:3][C:2]=1[CH3:1])#[CH:13]. The catalyst class is: 375.